This data is from Catalyst prediction with 721,799 reactions and 888 catalyst types from USPTO. The task is: Predict which catalyst facilitates the given reaction. (1) Reactant: [Br:1][C:2]1[CH:3]=[C:4]2[C:8](=[C:9]([C:11]([OH:13])=O)[CH:10]=1)[NH:7][CH:6]=[CH:5]2.C(Cl)CCl.C1C=CC2N(O)N=[N:24]C=2C=1.N. Product: [Br:1][C:2]1[CH:3]=[C:4]2[C:8](=[C:9]([C:11]([NH2:24])=[O:13])[CH:10]=1)[NH:7][CH:6]=[CH:5]2. The catalyst class is: 2. (2) Reactant: Cl[CH2:2][C:3](=O)[CH3:4].[NH2:6][C:7]1[CH:12]=[CH:11][C:10]([O:13][CH3:14])=[CH:9][N:8]=1. Product: [CH3:4][C:3]1[N:6]=[C:7]2[CH:12]=[CH:11][C:10]([O:13][CH3:14])=[CH:9][N:8]2[CH:2]=1. The catalyst class is: 8. (3) Reactant: [CH2:1]([O:3][C:4]([CH2:6][O:7][C:8]1[CH:23]=[CH:22][C:11]([O:12][C:13]2[CH:14]=[C:15]([CH:19]=[CH:20][CH:21]=2)[C:16](O)=[O:17])=[CH:10][C:9]=1[CH3:24])=[O:5])[CH3:2].C(Cl)(=O)C([Cl:28])=O. Product: [CH2:1]([O:3][C:4](=[O:5])[CH2:6][O:7][C:8]1[CH:23]=[CH:22][C:11]([O:12][C:13]2[CH:21]=[CH:20][CH:19]=[C:15]([C:16]([Cl:28])=[O:17])[CH:14]=2)=[CH:10][C:9]=1[CH3:24])[CH3:2]. The catalyst class is: 59. (4) Reactant: [C:1]([C:4]1[CH:12]=[CH:11][C:7]2[O:8][CH2:9][CH2:10][C:6]=2[CH:5]=1)(=O)[CH3:2].[C:13]([CH2:15][C:16]([O:18][CH3:19])=[O:17])#[N:14].C(N)C1C=CC=CC=1.C(O)(=O)C. Product: [CH3:19][O:18][C:16](=[O:17])/[C:15](/[C:13]#[N:14])=[C:1](/[C:4]1[CH:12]=[CH:11][C:7]2[O:8][CH2:9][CH2:10][C:6]=2[CH:5]=1)\[CH3:2]. The catalyst class is: 11. (5) Reactant: [F:1][C:2]1[CH:7]=[C:6]([C:8](O)=[O:9])[CH:5]=[C:4]([F:11])[N:3]=1.CO. Product: [F:1][C:2]1[CH:7]=[C:6]([CH2:8][OH:9])[CH:5]=[C:4]([F:11])[N:3]=1. The catalyst class is: 56. (6) Reactant: [Cl:1][C:2]1[CH:13]=[C:12]([N+:14]([O-])=O)[C:11]([N+:17]([O-])=O)=[CH:10][C:3]=1[C:4]([NH:6][CH:7]1[CH2:9][CH2:8]1)=[O:5].[Cl-].[NH4+]. Product: [NH2:14][C:12]1[C:11]([NH2:17])=[CH:10][C:3]([C:4]([NH:6][CH:7]2[CH2:9][CH2:8]2)=[O:5])=[C:2]([Cl:1])[CH:13]=1. The catalyst class is: 190.